This data is from Peptide-MHC class I binding affinity with 185,985 pairs from IEDB/IMGT. The task is: Regression. Given a peptide amino acid sequence and an MHC pseudo amino acid sequence, predict their binding affinity value. This is MHC class I binding data. (1) The peptide sequence is VLLEARQAY. The MHC is HLA-A11:01 with pseudo-sequence HLA-A11:01. The binding affinity (normalized) is 0.0847. (2) The peptide sequence is KLYKNKSKQ. The MHC is HLA-A03:01 with pseudo-sequence HLA-A03:01. The binding affinity (normalized) is 0.260.